Dataset: Reaction yield outcomes from USPTO patents with 853,638 reactions. Task: Predict the reaction yield, written as a fraction of the theoretical maximum amount of product (1.0 means a 100% yield; for example, 0.34 means a 34% yield). (1) The reactants are [F:1][C:2]([F:31])([F:30])[C:3]1[CH:8]=[CH:7][C:6]([C:9]2[C:10](=[O:29])[O:11][C:12]3[C:17]([C:18]=2[CH2:19][C:20]2[CH:25]=[CH:24][C:23]([OH:26])=[CH:22][CH:21]=2)=[CH:16][CH:15]=[C:14]([O:27][CH3:28])[CH:13]=3)=[CH:5][CH:4]=1.Cl.Cl[CH2:34][CH2:35][N:36]1[CH2:40][CH2:39][CH2:38][CH2:37]1.C([O-])([O-])=O.[K+].[K+].C(Cl)Cl. The catalyst is CN(C=O)C.CO.CCOC(C)=O. The product is [F:31][C:2]([F:30])([F:1])[C:3]1[CH:4]=[CH:5][C:6]([C:9]2[C:10](=[O:29])[O:11][C:12]3[C:17]([C:18]=2[CH2:19][C:20]2[CH:25]=[CH:24][C:23]([O:26][CH2:34][CH2:35][N:36]4[CH2:40][CH2:39][CH2:38][CH2:37]4)=[CH:22][CH:21]=2)=[CH:16][CH:15]=[C:14]([O:27][CH3:28])[CH:13]=3)=[CH:7][CH:8]=1. The yield is 0.640. (2) The reactants are [C:1]([O:4][C:5]1[CH:13]=[CH:12][C:11]([Br:14])=[CH:10][C:6]=1[C:7]([OH:9])=O)(=[O:3])[CH3:2].[NH2:15][C:16]1[O:17][C:18]([CH2:23][CH3:24])=[C:19]([CH2:21][CH3:22])[N:20]=1. No catalyst specified. The product is [C:1]([O:4][C:5]1[CH:13]=[CH:12][C:11]([Br:14])=[CH:10][C:6]=1[C:7]([NH:15][C:16]1[O:17][C:18]([CH2:23][CH3:24])=[C:19]([CH2:21][CH3:22])[N:20]=1)=[O:9])(=[O:3])[CH3:2]. The yield is 0.220. (3) The catalyst is CN(C=O)C.C(OCC)(=O)C. The product is [Cl:1][C:2]1[C:10]2[NH:9][N:8]=[CH:7][C:6]=2[C:5]2[CH2:11][N:24]([CH2:25][C:26]3[CH:31]=[CH:30][N:29]=[CH:28][CH:27]=3)[C:15](=[O:17])[C@H:14]([CH2:19][C:20]([O:22][CH3:23])=[O:21])[CH2:13][C:4]=2[CH:3]=1. The yield is 0.480. The reactants are [Cl:1][C:2]1[CH:3]=[C:4]([CH2:13][C@@H:14]([CH2:19][C:20]([O:22][CH3:23])=[O:21])[C:15]([O:17]C)=O)[C:5]([CH2:11]Cl)=[C:6]2[C:10]=1[NH:9][N:8]=[CH:7]2.[NH2:24][CH2:25][C:26]1[CH:31]=[CH:30][N:29]=[CH:28][CH:27]=1. (4) The reactants are C(OC([NH:8][C:9]1[CH2:10][C:11]([C:31](=[O:40])[N:32]([CH2:36][CH2:37][CH2:38][F:39])[CH2:33][CH2:34][CH3:35])=[CH:12][C:13]2[CH:19]=[CH:18][C:17]([C:20]3[CH:30]=[CH:29][C:23]([C:24]([O:26][CH2:27][CH3:28])=[O:25])=[CH:22][CH:21]=3)=[CH:16][C:14]=2[N:15]=1)=O)(C)(C)C. The catalyst is ClCCl.C(O)(C(F)(F)F)=O. The product is [NH2:8][C:9]1[CH2:10][C:11]([C:31](=[O:40])[N:32]([CH2:36][CH2:37][CH2:38][F:39])[CH2:33][CH2:34][CH3:35])=[CH:12][C:13]2[CH:19]=[CH:18][C:17]([C:20]3[CH:30]=[CH:29][C:23]([C:24]([O:26][CH2:27][CH3:28])=[O:25])=[CH:22][CH:21]=3)=[CH:16][C:14]=2[N:15]=1. The yield is 0.360. (5) No catalyst specified. The reactants are Cl[C:2]1[N:7]=[C:6]([C:8]2[CH:13]=[CH:12][CH:11]=[CH:10][CH:9]=2)[N:5]=[C:4]([C:14]([NH:16][C:17]2[CH:22]=[CH:21][CH:20]=[CH:19][C:18]=2[C:23]2[S:24][C:25]3[CH:26]=[N:27][CH:28]=[CH:29][C:30]=3[N:31]=2)=[O:15])[CH:3]=1.[NH:32]1[CH2:37][CH2:36][O:35][CH2:34][CH2:33]1. The product is [O:35]1[CH2:36][CH2:37][N:32]([C:2]2[N:7]=[C:6]([C:8]3[CH:13]=[CH:12][CH:11]=[CH:10][CH:9]=3)[N:5]=[C:4]([C:14]([NH:16][C:17]3[CH:22]=[CH:21][CH:20]=[CH:19][C:18]=3[C:23]3[S:24][C:25]4[CH:26]=[N:27][CH:28]=[CH:29][C:30]=4[N:31]=3)=[O:15])[CH:3]=2)[CH2:33][CH2:34]1. The yield is 0.850. (6) The reactants are [O:1]1[CH2:5][CH2:4][NH:3][C:2]1=[O:6].[C:7](Cl)(=[O:12])[CH2:8][CH2:9][CH:10]=[CH2:11]. No catalyst specified. The product is [C:7]([N:3]1[CH2:4][CH2:5][O:1][C:2]1=[O:6])(=[O:12])[CH2:8][CH2:9][CH:10]=[CH2:11]. The yield is 0.530. (7) The reactants are [CH:1]1([C:6]2[C:7]([OH:28])=[CH:8][C:9]([N+:25]([O-:27])=[O:26])=[C:10]([C:12]3[CH2:13][CH2:14][N:15]([C:18]([O:20][C:21]([CH3:24])([CH3:23])[CH3:22])=[O:19])[CH2:16][CH:17]=3)[CH:11]=2)[CH2:5][CH2:4][CH2:3][CH2:2]1.C(N(CC)CC)C.Cl[C:37]([O:39][CH3:40])=[O:38]. The product is [CH:1]1([C:6]2[C:7]([O:28][C:37]([O:39][CH3:40])=[O:38])=[CH:8][C:9]([N+:25]([O-:27])=[O:26])=[C:10]([C:12]3[CH2:13][CH2:14][N:15]([C:18]([O:20][C:21]([CH3:24])([CH3:23])[CH3:22])=[O:19])[CH2:16][CH:17]=3)[CH:11]=2)[CH2:2][CH2:3][CH2:4][CH2:5]1. The yield is 0.990. The catalyst is ClCCl. (8) The reactants are [CH2:1]([NH:3][CH:4]([CH3:6])[CH3:5])[CH3:2].[Br:7][C:8]1[CH:9]=[CH:10][CH:11]=[C:12]2[C:17]=1[N:16]=[C:15](Cl)[N:14]=[C:13]2[OH:19]. No catalyst specified. The product is [Br:7][C:8]1[CH:9]=[CH:10][CH:11]=[C:12]2[C:17]=1[N:16]=[C:15]([N:3]([CH2:1][CH3:2])[CH:4]([CH3:6])[CH3:5])[N:14]=[C:13]2[OH:19]. The yield is 0.970.